Task: Regression/Classification. Given a drug SMILES string, predict its absorption, distribution, metabolism, or excretion properties. Task type varies by dataset: regression for continuous measurements (e.g., permeability, clearance, half-life) or binary classification for categorical outcomes (e.g., BBB penetration, CYP inhibition). Dataset: cyp2d6_veith.. Dataset: CYP2D6 inhibition data for predicting drug metabolism from PubChem BioAssay (1) The drug is COCC(=O)N1CCC2(CCCN(C(=O)Nc3ccc(OC)cc3)C2)CC1. The result is 0 (non-inhibitor). (2) The drug is Cc1sc(=NC(=O)c2ccco2)n(C)c1-c1ccccc1. The result is 0 (non-inhibitor). (3) The result is 0 (non-inhibitor). The compound is C[C@@H]1O[C@H](O[C@H]2[C@@H](O)C[C@@H](O[C@H]3[C@@H](O)C[C@@H](O[C@H]4CC[C@]5(C)[C@@H](CC[C@@H]6[C@H]5C[C@@H](O)[C@]5(C)[C@@H](C7=CC(=O)OC7)CC[C@]65O)C4)O[C@H]3C)O[C@H]2C)C[C@H](O)[C@@H]1O.